From a dataset of Reaction yield outcomes from USPTO patents with 853,638 reactions. Predict the reaction yield, written as a fraction of the theoretical maximum amount of product (1.0 means a 100% yield; for example, 0.34 means a 34% yield). (1) The reactants are [Cl:1][C:2]1[NH:3][CH:4]=[C:5]([N+:7]([O-:9])=[O:8])[N:6]=1.S(C1C=CC(C)=CC=1)(O[CH2:14][C@@H:15]1[O:17][CH2:16]1)(=O)=O.C(=O)([O-])O.[Na+]. The catalyst is O1CCCC1. The product is [Cl:1][C:2]1[N:3]([CH2:14][C@@H:15]2[CH2:16][O:17]2)[CH:4]=[C:5]([N+:7]([O-:9])=[O:8])[N:6]=1. The yield is 0.570. (2) The reactants are [CH3:1][C@@:2]1([CH2:13][O:14][C:15]2[CH:20]=[CH:19][C:18]([N:21]3[CH2:26][CH2:25][N:24]([C:27](OC(C)(C)C)=O)[CH2:23][CH2:22]3)=[CH:17][CH:16]=2)[O:6][C:5]2=[N:7][C:8]([N+:10]([O-:12])=[O:11])=[CH:9][N:4]2[CH2:3]1.FC(F)(F)C(O)=O.[F:41][C:42]([F:53])([F:52])[O:43][C:44]1[CH:51]=[CH:50][C:47](C=O)=[CH:46][CH:45]=1.C(O[BH-](OC(=O)C)OC(=O)C)(=O)C.[Na+].C(=O)([O-])O.[Na+]. The catalyst is C(Cl)Cl. The product is [CH3:1][C@@:2]1([CH2:13][O:14][C:15]2[CH:20]=[CH:19][C:18]([N:21]3[CH2:26][CH2:25][N:24]([CH2:27][C:47]4[CH:46]=[CH:45][C:44]([O:43][C:42]([F:41])([F:52])[F:53])=[CH:51][CH:50]=4)[CH2:23][CH2:22]3)=[CH:17][CH:16]=2)[O:6][C:5]2=[N:7][C:8]([N+:10]([O-:12])=[O:11])=[CH:9][N:4]2[CH2:3]1. The yield is 0.630. (3) The reactants are [F:1][C:2]1[CH:3]=[C:4]([S:8](Cl)(=[O:10])=[O:9])[CH:5]=[CH:6][CH:7]=1.[NH2:12][C:13]1[CH:19]=[CH:18][C:17]([N:20]2[CH2:25][CH2:24][N:23]([CH3:26])[CH2:22][CH2:21]2)=[CH:16][C:14]=1[NH2:15].N1C=CC=CC=1. The catalyst is C(Cl)Cl. The product is [F:1][C:2]1[CH:3]=[C:4]([S:8]([NH:12][C:13]2[CH:19]=[CH:18][C:17]([N:20]3[CH2:21][CH2:22][N:23]([CH3:26])[CH2:24][CH2:25]3)=[CH:16][C:14]=2[NH2:15])(=[O:10])=[O:9])[CH:5]=[CH:6][CH:7]=1. The yield is 0.570. (4) The reactants are [F:1][C:2]([F:11])([F:10])[C:3]1[NH:4][CH2:5][CH:6]([OH:9])[CH2:7][N:8]=1.[N+](C1C=CC=CC=1)([O-])=O.C[O-].[Na+]. The catalyst is CO. The product is [F:11][C:2]([F:1])([F:10])[C:3]1[N:4]=[CH:5][C:6]([OH:9])=[CH:7][N:8]=1. The yield is 0.0840. (5) The reactants are [CH:1]([N:4]1[CH2:9][CH2:8][N:7]([C:10]2[CH:17]=[CH:16][C:13]([CH:14]=O)=[CH:12][CH:11]=2)[CH2:6][CH2:5]1)([CH3:3])[CH3:2].OS([O-])=O.[Na+].CC1C=CC(S(O)(=O)=O)=CC=1.[NH2:34][C:35]1[C:43]([O:44][CH3:45])=[CH:42][CH:41]=[CH:40][C:36]=1[C:37]([NH2:39])=[O:38]. The catalyst is CC(N(C)C)=O.O.C([O-])(O)=O.[Na+]. The product is [CH:1]([N:4]1[CH2:9][CH2:8][N:7]([C:10]2[CH:17]=[CH:16][C:13]([C:14]3[NH:39][C:37](=[O:38])[C:36]4[C:35](=[C:43]([O:44][CH3:45])[CH:42]=[CH:41][CH:40]=4)[N:34]=3)=[CH:12][CH:11]=2)[CH2:6][CH2:5]1)([CH3:3])[CH3:2]. The yield is 0.150.